Dataset: Catalyst prediction with 721,799 reactions and 888 catalyst types from USPTO. Task: Predict which catalyst facilitates the given reaction. (1) Reactant: [CH3:1][C:2]1[NH:3][C:4]2[C:9]([CH:10]=1)=[CH:8][CH:7]=[CH:6][CH:5]=2.C([Li])CCC.CC(C)([O-])C.[K+].[F:22][C:23]([F:37])([F:36])[C:24](=[O:35])[CH2:25][C:26]([CH3:34])([C:28]1[CH:33]=[CH:32][CH:31]=[CH:30][N:29]=1)[CH3:27]. Product: [F:37][C:23]([F:22])([F:36])[C:24]([CH2:1][C:2]1[NH:3][C:4]2[C:9]([CH:10]=1)=[CH:8][CH:7]=[CH:6][CH:5]=2)([OH:35])[CH2:25][C:26]([CH3:27])([C:28]1[CH:33]=[CH:32][CH:31]=[CH:30][N:29]=1)[CH3:34]. The catalyst class is: 1. (2) Reactant: [CH2:1]([CH:3]([CH2:9][CH:10]=[CH2:11])/[CH:4]=[CH:5]/[C:6](O)=O)[CH3:2].C(OC(=O)C)(=O)C.C(N(CC)CC)C.O. Product: [CH2:1]([C:3]1[CH2:9][CH:10]2[CH:5]([CH:4]=1)[CH2:6][CH2:11]2)[CH3:2]. The catalyst class is: 80. (3) Reactant: [C:1]12([CH2:11][C:12]([NH:14][C:15]3[C:24]([Cl:25])=[CH:23][CH:22]=[C:21]4[C:16]=3[CH:17]=[CH:18][C:19](Cl)=[N:20]4)=[O:13])[CH2:10][CH:5]3[CH2:6][CH:7]([CH2:9][CH:3]([CH2:4]3)[CH2:2]1)[CH2:8]2.C(=O)([O-])[O-].[K+].[K+].[NH:33]1[CH2:38][CH2:37][NH:36][CH2:35][CH2:34]1.O. Product: [C:1]12([CH2:11][C:12]([NH:14][C:15]3[C:24]([Cl:25])=[CH:23][CH:22]=[C:21]4[C:16]=3[CH:17]=[CH:18][C:19]([N:33]3[CH2:38][CH2:37][NH:36][CH2:35][CH2:34]3)=[N:20]4)=[O:13])[CH2:10][CH:5]3[CH2:6][CH:7]([CH2:9][CH:3]([CH2:4]3)[CH2:2]1)[CH2:8]2. The catalyst class is: 60. (4) Reactant: [NH:1](C(OCC1C2C(=CC=CC=2)C2C1=CC=CC=2)=O)[C@H:2]([C:7]([OH:9])=[O:8])[C@H:3]([CH2:5][CH3:6])[CH3:4].N1CCCCC1.[ClH:33]. Product: [NH2:1][C@H:2]([C:7]([OH:9])=[O:8])[C@H:3]([CH2:5][CH3:6])[CH3:4].[ClH:33]. The catalyst class is: 429.